This data is from Full USPTO retrosynthesis dataset with 1.9M reactions from patents (1976-2016). The task is: Predict the reactants needed to synthesize the given product. (1) Given the product [I-:18].[CH3:1][N+:2]1[C:7]2[CH:8]=[CH:9][S:10][C:6]=2[C:5]([S:11][CH3:19])=[N:4][C:3]=1[C:12]1[CH:13]=[CH:14][CH:15]=[CH:16][CH:17]=1, predict the reactants needed to synthesize it. The reactants are: [CH3:1][N:2]1[C:7]2[CH:8]=[CH:9][S:10][C:6]=2[C:5](=[S:11])[N:4]=[C:3]1[C:12]1[CH:17]=[CH:16][CH:15]=[CH:14][CH:13]=1.[I:18][CH3:19]. (2) The reactants are: [C:1]([CH2:3][C:4]1[CH:5]=[C:6]([CH:12]=[C:13]([C:15]([N:17]([CH2:21][CH2:22][CH3:23])[CH2:18][CH2:19][CH3:20])=[O:16])[CH:14]=1)[C:7]([O:9]CC)=[O:8])#[N:2].O.[OH-].[Li+].Cl. Given the product [C:1]([CH2:3][C:4]1[CH:5]=[C:6]([CH:12]=[C:13]([C:15]([N:17]([CH2:18][CH2:19][CH3:20])[CH2:21][CH2:22][CH3:23])=[O:16])[CH:14]=1)[C:7]([OH:9])=[O:8])#[N:2], predict the reactants needed to synthesize it.